From a dataset of Forward reaction prediction with 1.9M reactions from USPTO patents (1976-2016). Predict the product of the given reaction. (1) Given the reactants [CH2:1]([NH:6][C:7]1[S:8][CH:9]=[CH:10][CH:11]=1)[CH2:2][CH2:3][CH2:4][CH3:5].[C:12](Cl)(=[O:16])[C:13](Cl)=[O:14], predict the reaction product. The product is: [CH2:1]([N:6]1[C:13](=[O:14])[C:12](=[O:16])[C:11]2[CH:10]=[CH:9][S:8][C:7]1=2)[CH2:2][CH2:3][CH2:4][CH3:5]. (2) Given the reactants Br[C:2]1[CH:7]=[CH:6][C:5]([C@@H:8]([N:10]2[CH2:15][CH2:14][C@:13]([CH2:22][CH2:23][C:24]3[O:25][C:26]([CH3:29])=[N:27][N:28]=3)([C:16]3[CH:21]=[CH:20][CH:19]=[CH:18][CH:17]=3)[O:12][C:11]2=[O:30])[CH3:9])=[CH:4][CH:3]=1.[CH3:31][C:32]1([CH3:48])[C:36]([CH3:38])([CH3:37])[O:35][B:34]([B:34]2[O:35][C:36]([CH3:38])([CH3:37])[C:32]([CH3:48])([CH3:31])[O:33]2)[O:33]1.CC([O-])=O.[K+], predict the reaction product. The product is: [CH3:29][C:26]1[O:25][C:24]([CH2:23][CH2:22][C@@:13]2([C:16]3[CH:21]=[CH:20][CH:19]=[CH:18][CH:17]=3)[O:12][C:11](=[O:30])[N:10]([C@H:8]([C:5]3[CH:6]=[CH:7][C:2]([B:34]4[O:35][C:36]([CH3:38])([CH3:37])[C:32]([CH3:48])([CH3:31])[O:33]4)=[CH:3][CH:4]=3)[CH3:9])[CH2:15][CH2:14]2)=[N:28][N:27]=1. (3) The product is: [Cl:1][C:2]1[CH:19]=[C:18]([Cl:20])[CH:17]=[CH:16][C:3]=1[O:4][CH2:5][CH2:6][CH2:7][N:8]([CH2:25][C:24]#[CH:23])[C:9](=[O:15])[O:10][C:11]([CH3:14])([CH3:13])[CH3:12]. Given the reactants [Cl:1][C:2]1[CH:19]=[C:18]([Cl:20])[CH:17]=[CH:16][C:3]=1[O:4][CH2:5][CH2:6][CH2:7][NH:8][C:9](=[O:15])[O:10][C:11]([CH3:14])([CH3:13])[CH3:12].[H-].[Na+].[CH2:23](Br)[C:24]#[CH:25].C1(C)C=CC=CC=1, predict the reaction product. (4) Given the reactants [CH3:1][O:2][C:3]1[CH:24]=[CH:23][C:6]([CH2:7][O:8][C:9]2[CH:14]=[CH:13][C:12]([Br:15])=[C:11]([CH2:16][O:17][CH2:18]/[CH:19]=[CH:20]/[CH2:21]Br)[CH:10]=2)=[CH:5][CH:4]=1.[C:25]([O-:28])(=[O:27])[CH3:26].[Na+], predict the reaction product. The product is: [C:25]([O:28][CH2:21]/[CH:20]=[CH:19]/[CH2:18][O:17][CH2:16][C:11]1[CH:10]=[C:9]([O:8][CH2:7][C:6]2[CH:23]=[CH:24][C:3]([O:2][CH3:1])=[CH:4][CH:5]=2)[CH:14]=[CH:13][C:12]=1[Br:15])(=[O:27])[CH3:26]. (5) Given the reactants C(N(CC)C(C)C)(C)C.[CH:10]1([CH2:13][N:14]2[C:26]3[CH2:25][CH2:24][CH:23]([CH:27]4[CH2:32][CH2:31][O:30][CH2:29][CH2:28]4)[CH2:22][C:21]=3[C:20]3[C:15]2=[CH:16][CH:17]=[C:18]([C:33]([OH:35])=O)[CH:19]=3)[CH2:12][CH2:11]1.[CH2:36]([NH:38][C:39](=[O:44])[CH2:40][NH:41][CH2:42][CH3:43])[CH3:37].CN(C(ON1N=NC2C=CC=NC1=2)=[N+](C)C)C.F[P-](F)(F)(F)(F)F, predict the reaction product. The product is: [CH:10]1([CH2:13][N:14]2[C:26]3[CH2:25][CH2:24][CH:23]([CH:27]4[CH2:32][CH2:31][O:30][CH2:29][CH2:28]4)[CH2:22][C:21]=3[C:20]3[C:15]2=[CH:16][CH:17]=[C:18]([C:33]([N:41]([CH2:42][CH3:43])[CH2:40][C:39]([NH:38][CH2:36][CH3:37])=[O:44])=[O:35])[CH:19]=3)[CH2:11][CH2:12]1.